From a dataset of Forward reaction prediction with 1.9M reactions from USPTO patents (1976-2016). Predict the product of the given reaction. The product is: [CH2:17]([CH:14]([N:8]1[C:9]([OH:13])=[C:10]([C:30]([NH:29][CH2:32][C:33]([OH:35])=[O:34])=[O:31])[C:11](=[O:12])[N:6]([CH:3]([CH2:4][CH3:5])[CH2:1][CH3:2])[C:7]1=[O:19])[CH2:15][CH3:16])[CH3:18]. Given the reactants [CH2:1]([CH:3]([N:6]1[C:11](=[O:12])[CH2:10][C:9](=[O:13])[N:8]([CH:14]([CH2:17][CH3:18])[CH2:15][CH3:16])[C:7]1=[O:19])[CH2:4][CH3:5])[CH3:2].C(N(C(C)C)CC)(C)C.[N:29]([CH2:32][C:33]([O:35]CC)=[O:34])=[C:30]=[O:31], predict the reaction product.